From a dataset of NCI-60 drug combinations with 297,098 pairs across 59 cell lines. Regression. Given two drug SMILES strings and cell line genomic features, predict the synergy score measuring deviation from expected non-interaction effect. Drug 1: CC1C(C(=O)NC(C(=O)N2CCCC2C(=O)N(CC(=O)N(C(C(=O)O1)C(C)C)C)C)C(C)C)NC(=O)C3=C4C(=C(C=C3)C)OC5=C(C(=O)C(=C(C5=N4)C(=O)NC6C(OC(=O)C(N(C(=O)CN(C(=O)C7CCCN7C(=O)C(NC6=O)C(C)C)C)C)C(C)C)C)N)C. Drug 2: C1CC(=O)NC(=O)C1N2C(=O)C3=CC=CC=C3C2=O. Cell line: SNB-19. Synergy scores: CSS=13.0, Synergy_ZIP=-1.26, Synergy_Bliss=1.37, Synergy_Loewe=-34.1, Synergy_HSA=-0.102.